Task: Regression. Given two drug SMILES strings and cell line genomic features, predict the synergy score measuring deviation from expected non-interaction effect.. Dataset: NCI-60 drug combinations with 297,098 pairs across 59 cell lines (1) Drug 1: CC1=C(C=C(C=C1)NC2=NC=CC(=N2)N(C)C3=CC4=NN(C(=C4C=C3)C)C)S(=O)(=O)N.Cl. Drug 2: C(CN)CNCCSP(=O)(O)O. Cell line: IGROV1. Synergy scores: CSS=-1.01, Synergy_ZIP=0.221, Synergy_Bliss=-1.24, Synergy_Loewe=-2.86, Synergy_HSA=-1.91. (2) Drug 1: C1=NC2=C(N1)C(=S)N=C(N2)N. Drug 2: CC1CCC2CC(C(=CC=CC=CC(CC(C(=O)C(C(C(=CC(C(=O)CC(OC(=O)C3CCCCN3C(=O)C(=O)C1(O2)O)C(C)CC4CCC(C(C4)OC)OCCO)C)C)O)OC)C)C)C)OC. Cell line: SK-OV-3. Synergy scores: CSS=44.5, Synergy_ZIP=-10.8, Synergy_Bliss=-7.01, Synergy_Loewe=-2.53, Synergy_HSA=-1.58. (3) Drug 1: CC1OCC2C(O1)C(C(C(O2)OC3C4COC(=O)C4C(C5=CC6=C(C=C35)OCO6)C7=CC(=C(C(=C7)OC)O)OC)O)O. Drug 2: C1=CN(C=N1)CC(O)(P(=O)(O)O)P(=O)(O)O. Cell line: CCRF-CEM. Synergy scores: CSS=-1.06, Synergy_ZIP=-27.9, Synergy_Bliss=-56.6, Synergy_Loewe=-80.5, Synergy_HSA=-56.3. (4) Drug 1: CC1=C(C(=CC=C1)Cl)NC(=O)C2=CN=C(S2)NC3=CC(=NC(=N3)C)N4CCN(CC4)CCO. Drug 2: CN(CCCl)CCCl.Cl. Cell line: RPMI-8226. Synergy scores: CSS=38.2, Synergy_ZIP=-2.08, Synergy_Bliss=-1.87, Synergy_Loewe=4.78, Synergy_HSA=2.23. (5) Drug 1: CN(C)N=NC1=C(NC=N1)C(=O)N. Drug 2: CCC1(CC2CC(C3=C(CCN(C2)C1)C4=CC=CC=C4N3)(C5=C(C=C6C(=C5)C78CCN9C7C(C=CC9)(C(C(C8N6C=O)(C(=O)OC)O)OC(=O)C)CC)OC)C(=O)OC)O.OS(=O)(=O)O. Cell line: HCC-2998. Synergy scores: CSS=28.7, Synergy_ZIP=-5.14, Synergy_Bliss=0.703, Synergy_Loewe=-12.4, Synergy_HSA=-1.01. (6) Drug 1: C1=CC(=CC=C1C#N)C(C2=CC=C(C=C2)C#N)N3C=NC=N3. Drug 2: CN1C(=O)N2C=NC(=C2N=N1)C(=O)N. Cell line: COLO 205. Synergy scores: CSS=2.92, Synergy_ZIP=0.491, Synergy_Bliss=2.97, Synergy_Loewe=0.216, Synergy_HSA=1.16. (7) Drug 1: CN(C)N=NC1=C(NC=N1)C(=O)N. Drug 2: C(=O)(N)NO. Cell line: UO-31. Synergy scores: CSS=9.69, Synergy_ZIP=-4.55, Synergy_Bliss=-4.56, Synergy_Loewe=-8.56, Synergy_HSA=-3.08. (8) Cell line: RPMI-8226. Drug 1: CC1C(C(CC(O1)OC2CC(CC3=C2C(=C4C(=C3O)C(=O)C5=C(C4=O)C(=CC=C5)OC)O)(C(=O)C)O)N)O.Cl. Synergy scores: CSS=34.3, Synergy_ZIP=8.89, Synergy_Bliss=11.0, Synergy_Loewe=-23.6, Synergy_HSA=9.97. Drug 2: CCCCCOC(=O)NC1=NC(=O)N(C=C1F)C2C(C(C(O2)C)O)O. (9) Drug 1: CCC(=C(C1=CC=CC=C1)C2=CC=C(C=C2)OCCN(C)C)C3=CC=CC=C3.C(C(=O)O)C(CC(=O)O)(C(=O)O)O. Drug 2: CC1C(C(CC(O1)OC2CC(CC3=C2C(=C4C(=C3O)C(=O)C5=C(C4=O)C(=CC=C5)OC)O)(C(=O)CO)O)N)O.Cl. Cell line: OVCAR-8. Synergy scores: CSS=21.7, Synergy_ZIP=-1.21, Synergy_Bliss=-0.00475, Synergy_Loewe=-16.0, Synergy_HSA=0.732. (10) Drug 1: C1=NC(=NC(=O)N1C2C(C(C(O2)CO)O)O)N. Drug 2: C(CN)CNCCSP(=O)(O)O. Cell line: A549. Synergy scores: CSS=26.7, Synergy_ZIP=-2.46, Synergy_Bliss=5.17, Synergy_Loewe=-11.3, Synergy_HSA=4.30.